Dataset: Reaction yield outcomes from USPTO patents with 853,638 reactions. Task: Predict the reaction yield, written as a fraction of the theoretical maximum amount of product (1.0 means a 100% yield; for example, 0.34 means a 34% yield). (1) The reactants are [CH3:1][O:2][C:3]1[CH:4]=[C:5]([NH:11][C:12]([NH:14]C(=O)C2C=CC(F)=CC=2)=[S:13])[CH:6]=[C:7]([O:9][CH3:10])[CH:8]=1.Cl. The catalyst is [OH-].[Na+]. The product is [CH3:1][O:2][C:3]1[CH:4]=[C:5]([NH:11][C:12]([NH2:14])=[S:13])[CH:6]=[C:7]([O:9][CH3:10])[CH:8]=1. The yield is 0.750. (2) The reactants are [CH3:1][O:2][C:3]1[CH:4]=[C:5]2[C:9](=[CH:10][CH:11]=1)[NH:8][C:7]([C:12]1[C:16]([C:17]([F:20])([F:19])[F:18])=[CH:15][N:14]([CH3:21])[N:13]=1)=[C:6]2[CH:22]=O.[CH3:24][NH:25][C:26]([NH:28][C:29]1[CH:30]=[CH:31][C:32]2[O:36][CH2:35][C:34](=[O:37])[C:33]=2[CH:38]=1)=[O:27].C([O-])([O-])=O.[Na+].[Na+]. The catalyst is Cl.CCO. The product is [CH3:1][O:2][C:3]1[CH:4]=[C:5]2[C:9](=[CH:10][CH:11]=1)[NH:8][C:7]([C:12]1[C:16]([C:17]([F:19])([F:18])[F:20])=[CH:15][N:14]([CH3:21])[N:13]=1)=[C:6]2/[CH:22]=[C:35]1\[O:36][C:32]2[CH:31]=[CH:30][C:29]([NH:28][C:26]([NH:25][CH3:24])=[O:27])=[CH:38][C:33]=2[C:34]\1=[O:37]. The yield is 0.220. (3) The reactants are I[C:2]1[C:10]2[CH:9]=[N:8][CH:7]=[N:6][C:5]=2[N:4]([CH:11]([CH3:13])[CH3:12])[CH:3]=1.C([Mg]Cl)(C)C.[Br:19][C:20]1[CH:21]=[N:22][CH:23]=[C:24]([CH:31]=1)[C:25](N(OC)C)=[O:26]. The catalyst is C1COCC1. The product is [Br:19][C:20]1[CH:31]=[C:24]([C:25]([C:2]2[C:10]3[CH:9]=[N:8][CH:7]=[N:6][C:5]=3[N:4]([CH:11]([CH3:13])[CH3:12])[CH:3]=2)=[O:26])[CH:23]=[N:22][CH:21]=1. The yield is 0.330. (4) The reactants are [F:1][C:2]([F:28])([F:27])[CH:3]([C:18]1[CH:23]=[C:22]([Cl:24])[C:21]([Cl:25])=[C:20]([Cl:26])[CH:19]=1)/[CH:4]=[CH:5]/[C:6]1[CH:11]=[CH:10][C:9]([CH2:12][NH2:13])=[C:8]([C:14]([F:17])([F:16])[F:15])[CH:7]=1.[N:29]1[CH:34]=[CH:33][CH:32]=[CH:31][C:30]=1[CH:35]=O.[BH4-].[Na+]. The catalyst is CO. The product is [N:29]1[CH:34]=[CH:33][CH:32]=[CH:31][C:30]=1[CH2:35][NH:13][CH2:12][C:9]1[CH:10]=[CH:11][C:6](/[CH:5]=[CH:4]/[CH:3]([C:18]2[CH:19]=[C:20]([Cl:26])[C:21]([Cl:25])=[C:22]([Cl:24])[CH:23]=2)[C:2]([F:1])([F:27])[F:28])=[CH:7][C:8]=1[C:14]([F:16])([F:17])[F:15]. The yield is 0.400. (5) The reactants are [F:1][CH2:2][CH:3]1[CH2:5][O:4]1.[CH2:6]([NH2:13])[C:7]1[CH:12]=[CH:11][CH:10]=[CH:9][CH:8]=1.FC(F)(F)S([O-])(=O)=O.[Ca+2].FC(F)(F)S([O-])(=O)=O. The catalyst is C(#N)C. The product is [CH2:6]([NH:13][CH2:5][CH:3]([OH:4])[CH2:2][F:1])[C:7]1[CH:12]=[CH:11][CH:10]=[CH:9][CH:8]=1. The yield is 0.370. (6) The reactants are Cl[C:2]1[N:6]([C:7]2[CH:12]=[CH:11][C:10]([S:13]([CH3:16])(=[O:15])=[O:14])=[CH:9][N:8]=2)[N:5]=[C:4]([C:17]([F:20])([F:19])[F:18])[C:3]=1[C:21]#[N:22].[F:23][C:24]1[CH:29]=[CH:28][CH:27]=[CH:26][C:25]=1[CH2:30][SH:31].[F-].[Cs+].O. The catalyst is CS(C)=O. The product is [F:23][C:24]1[CH:29]=[CH:28][CH:27]=[CH:26][C:25]=1[CH2:30][S:31][C:2]1[N:6]([C:7]2[CH:12]=[CH:11][C:10]([S:13]([CH3:16])(=[O:15])=[O:14])=[CH:9][N:8]=2)[N:5]=[C:4]([C:17]([F:20])([F:19])[F:18])[C:3]=1[C:21]#[N:22]. The yield is 0.830. (7) The reactants are Cl.[NH2:2][C@H:3]1[CH2:8][CH2:7][C@H:6]([C:9](O)=[O:10])[CH2:5][CH2:4]1.COCCO[AlH2-]OCCOC.[Na+].[OH-].[Na+]. The catalyst is O. The product is [NH2:2][C@H:3]1[CH2:8][CH2:7][C@H:6]([CH2:9][OH:10])[CH2:5][CH2:4]1. The yield is 0.500.